This data is from Peptide-MHC class I binding affinity with 185,985 pairs from IEDB/IMGT. The task is: Regression. Given a peptide amino acid sequence and an MHC pseudo amino acid sequence, predict their binding affinity value. This is MHC class I binding data. (1) The peptide sequence is TQSGALEVLM. The MHC is HLA-A02:06 with pseudo-sequence HLA-A02:06. The binding affinity (normalized) is 0.287. (2) The peptide sequence is MHYGYNRAN. The MHC is HLA-B46:01 with pseudo-sequence HLA-B46:01. The binding affinity (normalized) is 0.0847. (3) The peptide sequence is TRREVHIYY. The MHC is HLA-B07:02 with pseudo-sequence HLA-B07:02. The binding affinity (normalized) is 0.0847. (4) The peptide sequence is VSENTGMGMY. The MHC is HLA-A03:01 with pseudo-sequence HLA-A03:01. The binding affinity (normalized) is 0.317.